Dataset: Full USPTO retrosynthesis dataset with 1.9M reactions from patents (1976-2016). Task: Predict the reactants needed to synthesize the given product. (1) Given the product [OH:30][C:8]1[CH:7]=[C:6]2[C:11]([C:2]([C:32]#[N:33])=[CH:3][C:4]([CH3:31])=[N:5]2)=[CH:10][C:9]=1[C:12]1[N:13]=[N:14][C:15]([N:18]([CH3:29])[CH:19]2[CH2:20][C:21]([CH3:28])([CH3:27])[NH:22][C:23]([CH3:25])([CH3:26])[CH2:24]2)=[CH:16][CH:17]=1, predict the reactants needed to synthesize it. The reactants are: Cl[C:2]1[C:11]2[C:6](=[CH:7][C:8]([OH:30])=[C:9]([C:12]3[N:13]=[N:14][C:15]([N:18]([CH3:29])[CH:19]4[CH2:24][C:23]([CH3:26])([CH3:25])[NH:22][C:21]([CH3:28])([CH3:27])[CH2:20]4)=[CH:16][CH:17]=3)[CH:10]=2)[N:5]=[C:4]([CH3:31])[CH:3]=1.[CH3:32][N:33]1C(=O)CCC1. (2) Given the product [CH3:1][NH:2][C:4]1[C:9]([N+:10]([O-:12])=[O:11])=[CH:8][CH:7]=[CH:6][N:5]=1, predict the reactants needed to synthesize it. The reactants are: [CH3:1][NH2:2].Cl[C:4]1[C:9]([N+:10]([O-:12])=[O:11])=[CH:8][CH:7]=[CH:6][N:5]=1. (3) Given the product [CH2:1]([N:3]1[C:9]2[CH:10]=[C:11]([F:17])[C:12]([NH2:14])=[CH:13][C:8]=2[O:7][CH2:6][CH2:5][CH2:4]1)[CH3:2], predict the reactants needed to synthesize it. The reactants are: [CH2:1]([N:3]1[C:9]2[CH:10]=[C:11]([F:17])[C:12]([N+:14]([O-])=O)=[CH:13][C:8]=2[O:7][CH2:6][CH2:5][CH2:4]1)[CH3:2]. (4) Given the product [C:20]([C:12]1[CH:2]=[C:3]2[C:4](=[CH:10][CH:11]=1)[C:5](=[O:6])[O:7][C:8]2=[O:9])#[C:21][CH3:22], predict the reactants needed to synthesize it. The reactants are: Br[C:2]1[CH:12]=[CH:11][CH:10]=[C:4]2[C:5]([O:7][C:8](=[O:9])[C:3]=12)=[O:6].C(N(CC)CC)C.[CH:20]#[C:21][CH3:22]. (5) Given the product [F:21][C:22]1[CH:30]=[C:29]2[C:25]([C:26]([C:40]3[CH:56]=[CH:55][C:43]4[N:44]=[C:45]([CH2:47][CH:48]5[CH2:49][CH2:50][N:51]([CH3:54])[CH2:52][CH2:53]5)[O:46][C:42]=4[CH:41]=3)=[CH:27][NH:28]2)=[CH:24][CH:23]=1, predict the reactants needed to synthesize it. The reactants are: FC1C=C2C(C(I)=CN2S(C2C=CC=CC=2)(=O)=O)=CC=1.[F:21][C:22]1[CH:30]=[C:29]2[C:25]([C:26]([C:40]3[CH:56]=[CH:55][C:43]4[N:44]=[C:45]([CH2:47][CH:48]5[CH2:53][CH2:52][N:51]([CH3:54])[CH2:50][CH2:49]5)[O:46][C:42]=4[CH:41]=3)=[CH:27][N:28]2S(C2C=CC=CC=2)(=O)=O)=[CH:24][CH:23]=1. (6) Given the product [C:2]([C:7]1[O:11][C:10]([CH2:12][N:13]2[N:17]=[C:16]([NH:18][C:33]([C:28]3[N:29]=[C:30]([CH3:32])[O:31][C:27]=3[C:23]3[CH:24]=[CH:25][CH:26]=[C:21]([O:20][CH3:19])[CH:22]=3)=[O:34])[CH:15]=[N:14]2)=[CH:9][CH:8]=1)(=[O:6])[CH3:1], predict the reactants needed to synthesize it. The reactants are: [CH3:1][C:2]1([C:7]2[O:11][C:10]([CH2:12][N:13]3[N:17]=[C:16]([NH2:18])[CH:15]=[N:14]3)=[CH:9][CH:8]=2)[O:6]CCO1.[CH3:19][O:20][C:21]1[CH:22]=[C:23]([C:27]2[O:31][C:30]([CH3:32])=[N:29][C:28]=2[C:33](O)=[O:34])[CH:24]=[CH:25][CH:26]=1. (7) Given the product [ClH:29].[ClH:3].[Cl:30][C:23]1[C:22]2[C:27](=[CH:28][C:19]([S:16]([NH:15][C@@H:14]([C:13]([OH:43])=[O:12])[CH2:31][CH2:32][CH2:33][CH2:34][NH2:35])(=[O:18])=[O:17])=[CH:20][CH:21]=2)[C:26]([NH:6][C:5]([NH2:7])=[NH:4])=[N:25][CH:24]=1, predict the reactants needed to synthesize it. The reactants are: [H-].[Na+].[ClH:3].[NH2:4][C:5]([NH2:7])=[NH:6].C([O:12][C:13](=[O:43])[C@@H:14]([CH2:31][CH2:32][CH2:33][CH2:34][NH:35]C(OC(C)(C)C)=O)[NH:15][S:16]([C:19]1[CH:28]=[C:27]2[C:22]([C:23]([Cl:30])=[CH:24][N:25]=[C:26]2[Cl:29])=[CH:21][CH:20]=1)(=[O:18])=[O:17])(C)(C)C.O.